Dataset: Forward reaction prediction with 1.9M reactions from USPTO patents (1976-2016). Task: Predict the product of the given reaction. (1) Given the reactants [Na].[NH2:2][C:3]1[N:8]=[C:7]([NH2:9])[CH:6]=[C:5](Cl)[N:4]=1.[Na+].[Cl-].[CH2:13]([OH:18])[CH2:14][CH:15]([CH3:17])[CH3:16], predict the reaction product. The product is: [CH3:16][CH:15]([CH3:17])[CH2:14][CH2:13][O:18][C:5]1[N:4]=[C:3]([NH2:2])[N:8]=[C:7]([NH2:9])[CH:6]=1. (2) Given the reactants [CH3:1][C:2]1[N:7]([C:8]2[CH:18]=[CH:17][C:11]3[N:12]([CH3:16])[C:13](=[O:15])[O:14][C:10]=3[CH:9]=2)[C:6](=[O:19])[NH:5][C:4](=[O:20])[C:3]=1[C:21]#[N:22].[F:23][C:24]([F:36])([F:35])[C:25]1[CH:33]=[CH:32][CH:31]=[C:30]2[C:26]=1[CH2:27][CH2:28][C@@H:29]2O.C1(P(C2C=CC=CC=2)C2C=CC=CC=2)C=CC=CC=1.N(C(OC(C)C)=O)=NC(OC(C)C)=O.Cl, predict the reaction product. The product is: [CH3:1][C:2]1[N:7]([C:8]2[CH:18]=[CH:17][C:11]3[N:12]([CH3:16])[C:13](=[O:15])[O:14][C:10]=3[CH:9]=2)[C:6](=[O:19])[N:5]([C@H:29]2[C:30]3[C:26](=[C:25]([C:24]([F:23])([F:35])[F:36])[CH:33]=[CH:32][CH:31]=3)[CH2:27][CH2:28]2)[C:4](=[O:20])[C:3]=1[C:21]#[N:22]. (3) Given the reactants [C:1]([SiH2:5][O:6][C:7]([CH3:30])([CH3:29])[C:8]1[CH:13]=[CH:12][C:11]([C:14]2[CH:19]=[C:18]([O:20][CH3:21])[CH:17]=[CH:16][C:15]=2[F:22])=[C:10]([C:23]2([OH:28])[CH2:27][CH:26]=[CH:25][CH2:24]2)[CH:9]=1)([CH3:4])([CH3:3])[CH3:2], predict the reaction product. The product is: [C:1]([SiH2:5][O:6][C:7]([CH3:30])([CH3:29])[C:8]1[CH:13]=[CH:12][C:11]([C:14]2[CH:19]=[C:18]([O:20][CH3:21])[CH:17]=[CH:16][C:15]=2[F:22])=[C:10]([C:23]2([OH:28])[CH2:27][CH2:26][CH2:25][CH2:24]2)[CH:9]=1)([CH3:4])([CH3:2])[CH3:3]. (4) Given the reactants [CH3:1][O:2][C:3]([C:5]1[S:9][C:8]2[CH:10]=[C:11](Cl)[CH:12]=[CH:13][C:7]=2[C:6]=1[O:15][CH2:16][C:17]([O:19][C:20]([CH3:23])([CH3:22])[CH3:21])=[O:18])=[O:4].[OH:24][C:25]1[CH:26]=[C:27](B(O)O)[CH:28]=[CH:29][CH:30]=1.[F-].[K+], predict the reaction product. The product is: [CH3:1][O:2][C:3]([C:5]1[S:9][C:8]2[CH:10]=[C:11]([C:29]3[CH:28]=[CH:27][CH:26]=[C:25]([OH:24])[CH:30]=3)[CH:12]=[CH:13][C:7]=2[C:6]=1[O:15][CH2:16][C:17]([O:19][C:20]([CH3:23])([CH3:22])[CH3:21])=[O:18])=[O:4]. (5) The product is: [C:1]([C:3]1[C:8]([NH:11][CH2:12][CH2:13][C:14]2[CH:19]=[CH:18][CH:17]=[CH:16][N:15]=2)=[CH:7][C:6]([F:10])=[CH:5][N:4]=1)#[N:2]. Given the reactants [C:1]([C:3]1[C:8](F)=[CH:7][C:6]([F:10])=[CH:5][N:4]=1)#[N:2].[NH2:11][CH2:12][CH2:13][C:14]1[CH:19]=[CH:18][CH:17]=[CH:16][N:15]=1.C(=O)([O-])[O-].[K+].[K+].O, predict the reaction product. (6) Given the reactants [CH3:1][O:2][C:3]1[CH:4]=[CH:5][C:6]([CH2:10][C:11]([C:14]2[CH:19]=[CH:18][C:17]([O:20][CH3:21])=[CH:16][CH:15]=2)([CH3:13])[CH3:12])=[C:7]([OH:9])[CH:8]=1.FC1C=CC(C=O)=CC=1.C[O:32][C:33]1[CH:34]=[CH:35][C:36](CC([C:36]2[CH:37]=[CH:47][C:33]([O:32]C)=[CH:34][CH:35]=2)(C)C)=[C:37]([CH:47]=1)[O:32][C:33]1[CH:47]=[CH:37][C:36](C=O)=[CH:35][CH:34]=1, predict the reaction product. The product is: [CH3:1][O:2][C:3]1[CH:4]=[CH:5][C:6]([CH2:10][C:11]([C:14]2[CH:15]=[CH:16][C:17]([O:20][CH3:21])=[CH:18][CH:19]=2)([CH3:13])[CH3:12])=[C:7]([CH:8]=1)[O:9][C:36]1[CH:35]=[CH:34][C:33]([OH:32])=[CH:47][CH:37]=1. (7) Given the reactants Br[C:2]1[S:6][N:5]=[CH:4][CH:3]=1.Br[C:8]1[CH:13]=[CH:12][C:11]([C:14]([OH:46])([CH3:45])[CH2:15][C:16]2[N:17]([C:26]([C:39]3[CH:44]=[CH:43][CH:42]=[CH:41][CH:40]=3)([C:33]3[CH:38]=[CH:37][CH:36]=[CH:35][CH:34]=3)[C:27]3[CH:32]=[CH:31][CH:30]=[CH:29][CH:28]=3)[CH:18]=[C:19]([CH2:21][C:22]([CH3:25])([CH3:24])[CH3:23])[N:20]=2)=[CH:10][CH:9]=1.C[Sn](C)C.C[Sn](C)C, predict the reaction product. The product is: [CH3:23][C:22]([CH3:25])([CH3:24])[CH2:21][C:19]1[N:20]=[C:16]([CH2:15][C:14]([C:11]2[CH:12]=[CH:13][C:8]([C:2]3[S:6][N:5]=[CH:4][CH:3]=3)=[CH:9][CH:10]=2)([OH:46])[CH3:45])[N:17]([C:26]([C:27]2[CH:28]=[CH:29][CH:30]=[CH:31][CH:32]=2)([C:33]2[CH:38]=[CH:37][CH:36]=[CH:35][CH:34]=2)[C:39]2[CH:44]=[CH:43][CH:42]=[CH:41][CH:40]=2)[CH:18]=1.